From a dataset of Full USPTO retrosynthesis dataset with 1.9M reactions from patents (1976-2016). Predict the reactants needed to synthesize the given product. Given the product [NH2:1][C:2]1[C:7]([S:8][C:9]2[CH:18]=[CH:17][C:12]([C:13]([O:15][CH3:16])=[O:14])=[CH:11][CH:10]=2)=[CH:6][C:5]([Br:19])=[CH:4][N:3]=1, predict the reactants needed to synthesize it. The reactants are: [NH2:1][C:2]1[C:7]([S:8][C:9]2[CH:18]=[CH:17][C:12]([C:13]([O:15][CH3:16])=[O:14])=[CH:11][CH:10]=2)=[CH:6][CH:5]=[CH:4][N:3]=1.[Br:19]Br.S(=O)(O)[O-].[Na+].C(OCC)(=O)C.